Dataset: Catalyst prediction with 721,799 reactions and 888 catalyst types from USPTO. Task: Predict which catalyst facilitates the given reaction. Reactant: CS(O[CH2:6][C:7]1[C:8]([CH3:34])=[N:9][C:10]([CH2:29][C:30]([CH3:33])([CH3:32])[CH3:31])=[C:11]([CH2:20][NH:21][C:22]([O:24][C:25]([CH3:28])([CH3:27])[CH3:26])=[O:23])[C:12]=1[C:13]1[CH:18]=[CH:17][C:16]([CH3:19])=[CH:15][CH:14]=1)(=O)=O.[C-:35]#[N:36].[K+].C(OCC)(=O)C. Product: [C:35]([CH2:6][C:7]1[C:12]([C:13]2[CH:18]=[CH:17][C:16]([CH3:19])=[CH:15][CH:14]=2)=[C:11]([CH2:20][NH:21][C:22](=[O:23])[O:24][C:25]([CH3:27])([CH3:28])[CH3:26])[C:10]([CH2:29][C:30]([CH3:31])([CH3:33])[CH3:32])=[N:9][C:8]=1[CH3:34])#[N:36]. The catalyst class is: 16.